This data is from Catalyst prediction with 721,799 reactions and 888 catalyst types from USPTO. The task is: Predict which catalyst facilitates the given reaction. (1) Reactant: [CH2:1]1[O:32][C:31]2[CH:30]=[CH:29][C:5]([CH2:6][O:7][C:8](=[O:28])[C@H:9]([NH:13][S:14]([C:17]3[C:22]([CH3:23])=[CH:21][C:20]([O:24][CH3:25])=[C:19]([CH3:26])[C:18]=3[CH3:27])(=[O:16])=[O:15])[C@@H:10]([OH:12])[CH3:11])=[CH:4][C:3]=2[O:2]1.N1C=CN=C1.[CH2:38]([Si:40](Cl)([CH2:43][CH3:44])[CH2:41][CH3:42])[CH3:39]. Product: [CH2:1]1[O:32][C:31]2[CH:30]=[CH:29][C:5]([CH2:6][O:7][C:8](=[O:28])[C@H:9]([NH:13][S:14]([C:17]3[C:22]([CH3:23])=[CH:21][C:20]([O:24][CH3:25])=[C:19]([CH3:26])[C:18]=3[CH3:27])(=[O:16])=[O:15])[C@@H:10]([O:12][Si:40]([CH2:43][CH3:44])([CH2:41][CH3:42])[CH2:38][CH3:39])[CH3:11])=[CH:4][C:3]=2[O:2]1. The catalyst class is: 7. (2) Reactant: [NH2:1][C:2]1[CH:10]=[C:9]([C@H:11]([NH:14][C:15]([N:17]2[C:23](=[O:24])[C@@H:22]([CH2:25][C:26]3[CH:31]=[C:30]([Cl:32])[CH:29]=[CH:28][C:27]=3[O:33][CH3:34])[CH2:21][NH:20][C:19](=[O:35])[CH2:18]2)=[O:16])[CH2:12][CH3:13])[CH:8]=[CH:7][C:3]=1[C:4]([OH:6])=[O:5]. Product: [C:4]([OH:6])(=[O:5])[CH3:3].[NH2:1][C:2]1[CH:10]=[C:9]([C@H:11]([NH:14][C:15]([N:17]2[C:23](=[O:24])[C@@H:22]([CH2:25][C:26]3[CH:31]=[C:30]([Cl:32])[CH:29]=[CH:28][C:27]=3[O:33][CH3:34])[CH2:21][NH:20][C:19](=[O:35])[CH2:18]2)=[O:16])[CH2:12][CH3:13])[CH:8]=[CH:7][C:3]=1[C:4]([OH:6])=[O:5]. The catalyst class is: 21. (3) Reactant: [C:1](OCC)(=O)[CH2:2][CH3:3].O.[NH2:9][NH2:10].C(S[C:14]([C:24]1[CH:29]=[CH:28][C:27]([F:30])=[CH:26][CH:25]=1)=[N:15][C:16]1[C:21]([CH3:22])=[CH:20][CH:19]=[CH:18][C:17]=1[CH3:23])C. Product: [CH3:23][C:17]1[CH:18]=[CH:19][CH:20]=[C:21]([CH3:22])[C:16]=1[N:15]1[C:14]([C:24]2[CH:29]=[CH:28][C:27]([F:30])=[CH:26][CH:25]=2)=[N:10][N:9]=[C:1]1[CH2:2][CH3:3]. The catalyst class is: 51. (4) Reactant: [NH:1]1[CH:10]2[CH:5]([CH2:6][CH2:7][CH2:8][CH2:9]2)[C:4](=[O:11])[CH2:3][CH2:2]1.Cl[C:13]([O:15][CH2:16][C:17]1[CH:22]=[CH:21][CH:20]=[CH:19][CH:18]=1)=[O:14]. Product: [O:11]=[C:4]1[C@H:5]2[C@@H:10]([CH2:9][CH2:8][CH2:7][CH2:6]2)[N:1]([C:13]([O:15][CH2:16][C:17]2[CH:22]=[CH:21][CH:20]=[CH:19][CH:18]=2)=[O:14])[CH2:2][CH2:3]1. The catalyst class is: 2. (5) Reactant: [OH-].[Na+].[F:3][C:4]1([F:45])[CH2:6][C:5]1([C:8]1[CH:13]=[C:12]([CH2:14][N:15]2[CH2:18][C:17]3([CH2:22][C:21]([N:23]4[CH2:28][CH2:27][C:26]([CH3:34])([C:29]([O:31]CC)=[O:30])[CH2:25][CH2:24]4)=[N:20][O:19]3)[CH2:16]2)[CH:11]=[C:10]([O:35][CH2:36][CH3:37])[C:9]=1[C:38]1[CH:43]=[CH:42][C:41]([F:44])=[CH:40][CH:39]=1)[CH3:7].Cl. Product: [F:45][C:4]1([F:3])[CH2:6][C:5]1([C:8]1[CH:13]=[C:12]([CH2:14][N:15]2[CH2:16][C:17]3([CH2:22][C:21]([N:23]4[CH2:24][CH2:25][C:26]([CH3:34])([C:29]([OH:31])=[O:30])[CH2:27][CH2:28]4)=[N:20][O:19]3)[CH2:18]2)[CH:11]=[C:10]([O:35][CH2:36][CH3:37])[C:9]=1[C:38]1[CH:43]=[CH:42][C:41]([F:44])=[CH:40][CH:39]=1)[CH3:7]. The catalyst class is: 8. (6) Reactant: [NH2:1][C:2]1[C:10]([C:11]([OH:13])=[O:12])=[C:9]2[C:5]([CH:6]=[CH:7][NH:8]2)=[CH:4][CH:3]=1.[Cl:14][C:15]1[C:16]([N:21]2[C:25]([C:26](O)=O)=[CH:24][C:23]([C:29]([F:32])([F:31])[F:30])=[N:22]2)=[N:17][CH:18]=[CH:19][CH:20]=1.N1C=CC=CC=1.CS(Cl)(=O)=O. Product: [Cl:14][C:15]1[C:16]([N:21]2[C:25]([C:26]3[O:12][C:11](=[O:13])[C:10]4[C:2](=[CH:3][CH:4]=[C:5]5[CH:6]=[CH:7][NH:8][C:9]5=4)[N:1]=3)=[CH:24][C:23]([C:29]([F:32])([F:30])[F:31])=[N:22]2)=[N:17][CH:18]=[CH:19][CH:20]=1. The catalyst class is: 10. (7) Reactant: [CH3:1][NH2:2].[CH3:3][C:4]1[CH:9]=[C:8]([N+:10]([O-:12])=[O:11])[CH:7]=[CH:6][C:5]=1[N:13]=[C:14]1[NH:18][CH:17]([CH2:19]Cl)[CH2:16][S:15]1. Product: [CH3:3][C:4]1[CH:9]=[C:8]([N+:10]([O-:12])=[O:11])[CH:7]=[CH:6][C:5]=1[N:13]=[C:14]1[NH:18][CH:17]([CH2:19][NH:2][CH3:1])[CH2:16][S:15]1. The catalyst class is: 5.